From a dataset of Kir2.1 potassium channel HTS with 301,493 compounds. Binary Classification. Given a drug SMILES string, predict its activity (active/inactive) in a high-throughput screening assay against a specified biological target. (1) The compound is o1c2c(c3CCCc3c1=O)c(OCc1n[nH]nn1)cc(c2)C. The result is 0 (inactive). (2) The molecule is n1(nc(cc1C)C)c1nc(NC(C)C)nc(NC(C)C)n1. The result is 0 (inactive). (3) The drug is S=C(N1CCCC1)Nc1ccc(F)cc1. The result is 0 (inactive). (4) The drug is S(=O)(=O)(N1C(=O)C(S\C1=N/c1ccccc1)(C)C)c1ccccc1. The result is 0 (inactive). (5) The compound is O=C(N1CCCCCCC1)c1noc(c1)COc1c(OC)cc(cc1)C. The result is 0 (inactive). (6) The molecule is S1(=O)(=O)N(C(=C(O)c2c1cccc2)C(=O)Nc1ncccn1)C. The result is 0 (inactive). (7) The compound is Clc1c(C(=O)C(/n2ncnc2)=C/c2ccc(OC)cc2)ccc(Cl)c1. The result is 0 (inactive).